Dataset: Catalyst prediction with 721,799 reactions and 888 catalyst types from USPTO. Task: Predict which catalyst facilitates the given reaction. (1) Reactant: Br[C:2]1[CH:7]=[CH:6][N:5]2[C:8](=[O:15])[N:9]([CH2:11][CH:12]([CH3:14])[CH3:13])[N:10]=[C:4]2[C:3]=1I.[F:17][C:18]([F:29])([F:28])[C:19]1[CH:24]=[CH:23][C:22](B(O)O)=[CH:21][CH:20]=1.C([O-])([O-])=O.[K+].[K+]. Product: [F:17][C:18]([F:29])([F:28])[C:19]1[CH:24]=[CH:23][C:22]([C:2]2[CH:7]=[CH:6][N:5]3[C:8](=[O:15])[N:9]([CH2:11][CH:12]([CH3:14])[CH3:13])[N:10]=[C:4]3[C:3]=2[C:22]2[CH:23]=[CH:24][C:19]([C:18]([F:29])([F:28])[F:17])=[CH:20][CH:21]=2)=[CH:21][CH:20]=1. The catalyst class is: 70. (2) Reactant: [CH3:1][C:2]1[NH:3][C:4]2[C:9]([C:10]=1[CH3:11])=[CH:8][CH:7]=[CH:6][C:5]=2[C:12]([OH:14])=O.ON1C2C=CC=CC=2N=N1.Cl.C(N=C=NCCCN(C)C)C.[N:37]1[CH:42]=[C:41]([C:43]2[CH:44]=[C:45]([CH:47]=[CH:48][CH:49]=2)[NH2:46])[CH:40]=[N:39][CH:38]=1. Product: [N:37]1[CH:42]=[C:41]([C:43]2[CH:44]=[C:45]([NH:46][C:12]([C:5]3[CH:6]=[CH:7][CH:8]=[C:9]4[C:4]=3[NH:3][C:2]([CH3:1])=[C:10]4[CH3:11])=[O:14])[CH:47]=[CH:48][CH:49]=2)[CH:40]=[N:39][CH:38]=1. The catalyst class is: 112.